Task: Predict the product of the given reaction.. Dataset: Forward reaction prediction with 1.9M reactions from USPTO patents (1976-2016) (1) Given the reactants Cl[C:2]1[C:14]([C:15]#[N:16])=[CH:13][C:5]([C:6]([O:8][C:9]([CH3:12])([CH3:11])[CH3:10])=[O:7])=[C:4]([CH3:17])[N:3]=1.Cl.[Cl:19][C:20]1[S:24][C:23]([S:25]([NH:28][C:29]([CH:31]2[CH2:36][CH2:35][NH:34][CH2:33][CH2:32]2)=[O:30])(=[O:27])=[O:26])=[CH:22][CH:21]=1.CCN(C(C)C)C(C)C, predict the reaction product. The product is: [Cl:19][C:20]1[S:24][C:23]([S:25]([NH:28][C:29]([CH:31]2[CH2:36][CH2:35][N:34]([C:2]3[C:14]([C:15]#[N:16])=[CH:13][C:5]([C:6]([O:8][C:9]([CH3:12])([CH3:11])[CH3:10])=[O:7])=[C:4]([CH3:17])[N:3]=3)[CH2:33][CH2:32]2)=[O:30])(=[O:26])=[O:27])=[CH:22][CH:21]=1. (2) Given the reactants [Cl:1][C:2]1[CH:27]=[CH:26][CH:25]=[C:24]([Cl:28])[C:3]=1[CH2:4][C:5]1[N:9]([CH2:10][C:11]2[CH:19]=[CH:18][C:14]([C:15]([OH:17])=O)=[CH:13][CH:12]=2)[C:8]2[CH:20]=[CH:21][CH:22]=[CH:23][C:7]=2[N:6]=1.C(Cl)(=O)C(Cl)=O.[CH2:35]([N:37]1[CH2:41][CH2:40][CH2:39][CH:38]1[CH2:42][NH2:43])[CH3:36].C(N(C(C)C)CC)(C)C, predict the reaction product. The product is: [Cl:28][C:24]1[CH:25]=[CH:26][CH:27]=[C:2]([Cl:1])[C:3]=1[CH2:4][C:5]1[N:9]([CH2:10][C:11]2[CH:12]=[CH:13][C:14]([C:15]([NH:43][CH2:42][CH:38]3[CH2:39][CH2:40][CH2:41][N:37]3[CH2:35][CH3:36])=[O:17])=[CH:18][CH:19]=2)[C:8]2[CH:20]=[CH:21][CH:22]=[CH:23][C:7]=2[N:6]=1. (3) The product is: [CH2:28]1[C:27]2[C:22](=[CH:23][CH:24]=[CH:25][CH:26]=2)[CH2:21][CH:20]1[NH:19][C:16]1[N:17]=[CH:18][C:13]2[CH2:12][N:11]([C:9]([C:5]3[CH:4]=[C:3]([C:1]4[NH:46][N:45]=[N:44][CH:2]=4)[CH:8]=[CH:7][N:6]=3)=[O:10])[CH2:30][CH2:29][C:14]=2[N:15]=1. Given the reactants [C:1]([C:3]1[CH:8]=[CH:7][N:6]=[C:5]([C:9]([N:11]2[CH2:30][CH2:29][C:14]3[N:15]=[C:16]([NH:19][CH:20]4[CH2:28][C:27]5[C:22](=[CH:23][CH:24]=[CH:25][CH:26]=5)[CH2:21]4)[N:17]=[CH:18][C:13]=3[CH2:12]2)=[O:10])[CH:4]=1)#[CH:2].[Na].O=C1O[C@H]([C@H](CO)O)C(O)=C1O.[N:44]([Si](C)(C)C)=[N+:45]=[N-:46], predict the reaction product. (4) Given the reactants [N:1]1[CH:6]=[CH:5][N:4]=[CH:3][C:2]=1[C:7]#[N:8].C[O-].[Na+].[NH:12]([C:14]([CH:16]1[CH2:21][CH2:20][N:19]([C:22]([O:24][C:25]([CH3:28])([CH3:27])[CH3:26])=[O:23])[CH2:18][CH2:17]1)=O)[NH2:13].C(O)(=O)C, predict the reaction product. The product is: [N:1]1[CH:6]=[CH:5][N:4]=[CH:3][C:2]=1[C:7]1[NH:13][N:12]=[C:14]([CH:16]2[CH2:21][CH2:20][N:19]([C:22]([O:24][C:25]([CH3:28])([CH3:27])[CH3:26])=[O:23])[CH2:18][CH2:17]2)[N:8]=1. (5) Given the reactants [Br-].[F:2][C:3]([F:36])([F:35])[C:4]([NH:6][C:7]1[C:32]([F:33])=[CH:31][CH:30]=[C:29]([CH3:34])[C:8]=1[CH2:9][P+](C1C=CC=CC=1)(C1C=CC=CC=1)C1C=CC=CC=1)=O, predict the reaction product. The product is: [F:33][C:32]1[CH:31]=[CH:30][C:29]([CH3:34])=[C:8]2[C:7]=1[NH:6][C:4]([C:3]([F:36])([F:35])[F:2])=[CH:9]2. (6) The product is: [F:25][C:26]1[C:31]([F:32])=[CH:30][CH:29]=[CH:28][C:27]=1[C:2]1[N:7]=[C:6]([N:8]([CH3:24])[C:9]2[CH:14]=[CH:13][N:12]=[C:11]([NH:15][CH2:16][CH2:17][C:18]3[CH:19]=[N:20][CH:21]=[CH:22][CH:23]=3)[N:10]=2)[CH:5]=[CH:4][N:3]=1. Given the reactants Cl[C:2]1[N:7]=[C:6]([N:8]([CH3:24])[C:9]2[CH:14]=[CH:13][N:12]=[C:11]([NH:15][CH2:16][CH2:17][C:18]3[CH:19]=[N:20][CH:21]=[CH:22][CH:23]=3)[N:10]=2)[CH:5]=[CH:4][N:3]=1.[F:25][C:26]1[C:31]([F:32])=[CH:30][CH:29]=[CH:28][C:27]=1B(O)O.C(=O)([O-])[O-].[Na+].[Na+].CCO, predict the reaction product. (7) Given the reactants C1([O:7][C:8](=O)[NH:9][CH2:10][C:11]2[CH:16]=[CH:15][CH:14]=[CH:13][C:12]=2[S:17][C:18]2[CH:19]=[CH:20][C:21]3[N:22]([C:24]([CH:27]([CH3:29])[CH3:28])=[N:25][N:26]=3)[CH:23]=2)C=CC=CC=1.[CH2:31]([NH:33][CH3:34])[CH3:32], predict the reaction product. The product is: [CH2:31]([N:33]([CH3:34])[C:8]([NH:9][CH2:10][C:11]1[CH:16]=[CH:15][CH:14]=[CH:13][C:12]=1[S:17][C:18]1[CH:19]=[CH:20][C:21]2[N:22]([C:24]([CH:27]([CH3:28])[CH3:29])=[N:25][N:26]=2)[CH:23]=1)=[O:7])[CH3:32]. (8) Given the reactants [H-].[Al+3].[Li+].[H-].[H-].[H-].C[O-].[Na+].[F:10][C:11]([F:42])([F:41])[C:12]([C:37]([F:40])([F:39])[F:38])([OH:36])[C:13]#[C:14][CH2:15][C@:16]([C@@H:25]1[C@:33]2([CH3:34])[C@H:28]([C@@H:29]([OH:35])[CH2:30][CH2:31][CH2:32]2)[CH2:27][CH2:26]1)([CH3:24])[CH2:17][CH2:18][CH2:19][C:20]([CH3:23])([OH:22])[CH3:21].[OH-].[Na+].[O-]S([O-])(=O)=O.[Mg+2], predict the reaction product. The product is: [F:10][C:11]([F:41])([F:42])[C:12]([C:37]([F:38])([F:39])[F:40])([OH:36])/[CH:13]=[CH:14]/[CH2:15][C@:16]([C@@H:25]1[C@:33]2([CH3:34])[C@H:28]([C@@H:29]([OH:35])[CH2:30][CH2:31][CH2:32]2)[CH2:27][CH2:26]1)([CH3:24])[CH2:17][CH2:18][CH2:19][C:20]([CH3:23])([OH:22])[CH3:21].